Dataset: Catalyst prediction with 721,799 reactions and 888 catalyst types from USPTO. Task: Predict which catalyst facilitates the given reaction. Reactant: [Cl:1][C:2]1[CH:21]=[C:20]([O:22][CH3:23])[CH:19]=[C:18](Cl)[C:3]=1[CH2:4][CH:5]1[CH2:9][CH2:8][N:7]([CH:10]2[CH2:15][CH2:14][C:13](=O)[CH2:12][CH2:11]2)[C:6]1=[O:17].C(O)C.COCCN(S(F)(F)[F:38])CCOC. Product: [Cl:1][C:2]1[CH:21]=[C:20]([O:22][CH3:23])[CH:19]=[CH:18][C:3]=1[CH2:4][CH:5]1[CH2:9][CH2:8][N:7]([CH:10]2[CH2:15][CH2:14][C:13]([F:38])=[CH:12][CH2:11]2)[C:6]1=[O:17]. The catalyst class is: 4.